This data is from Reaction yield outcomes from USPTO patents with 853,638 reactions. The task is: Predict the reaction yield, written as a fraction of the theoretical maximum amount of product (1.0 means a 100% yield; for example, 0.34 means a 34% yield). (1) The reactants are [C:1]([C:5]1[CH:6]=[C:7]([C:16]2[CH:17]=[C:18]([C:28]3[CH:33]=[CH:32][C:31]([C:34]([O:36][CH2:37][CH3:38])=[O:35])=[CH:30][CH:29]=3)[CH:19]=[CH:20][C:21]=2[O:22][CH2:23][CH2:24][CH2:25][CH2:26][OH:27])[CH:8]=[CH:9][C:10]=1N1CCCC1)([CH3:4])([CH3:3])[CH3:2].C(Cl)(=O)C(Cl)=O.CS(C)=O.C(C1C=C(C2C=C(C3C=CC(C(OCC)=O)=CC=3)C=CC=2OCCCC=O)C=CC=1[N:59]1[CH2:63][CH2:62][CH2:61][CH2:60]1)(C)(C)C. The catalyst is C(N(CC)CC)C. The product is [C:1]([C:5]1[CH:6]=[C:7]([C:16]2[C:21]([O:22][CH2:23][CH2:24][CH2:25][CH:26]=[O:27])([N:59]3[CH2:63][CH2:62][CH2:61][CH2:60]3)[CH2:20][CH:19]=[C:18]([C:28]3[CH:29]=[CH:30][C:31]([C:34]([O:36][CH2:37][CH3:38])=[O:35])=[CH:32][CH:33]=3)[CH:17]=2)[CH:8]=[CH:9][CH:10]=1)([CH3:3])([CH3:2])[CH3:4]. The yield is 0.780. (2) The reactants are C([O-])(O)=O.[Na+].[CH3:6][O:7][CH2:8][CH2:9][O:10][CH2:11][C:12]([C:15]1[CH:20]=[CH:19][C:18]([NH2:21])=[CH:17][C:16]=1[N+:22]([O-:24])=[O:23])([CH3:14])[CH3:13].[C:25](Cl)(=[O:27])[CH3:26].O. The catalyst is ClCCl. The product is [CH3:6][O:7][CH2:8][CH2:9][O:10][CH2:11][C:12]([C:15]1[CH:20]=[CH:19][C:18]([NH:21][C:25](=[O:27])[CH3:26])=[CH:17][C:16]=1[N+:22]([O-:24])=[O:23])([CH3:14])[CH3:13]. The yield is 0.870. (3) The reactants are [NH2:1][C:2]1[CH:7]=[CH:6][CH:5]=[C:4]([CH2:8][N:9]2[C:17](=[O:18])[C:16]3[C:11](=[CH:12][CH:13]=[CH:14][CH:15]=3)[C:10]2=[O:19])[N:3]=1.C(N(CC)CC)C.[CH3:27][S:28](Cl)(=[O:30])=[O:29]. The catalyst is ClCCl. The product is [CH3:27][S:28]([NH:1][C:2]1[CH:7]=[CH:6][CH:5]=[C:4]([CH2:8][N:9]2[C:10](=[O:19])[C:11]3[C:16](=[CH:15][CH:14]=[CH:13][CH:12]=3)[C:17]2=[O:18])[N:3]=1)(=[O:30])=[O:29]. The yield is 0.990. (4) The reactants are S(Cl)([Cl:3])=O.[C:5]1([C:11]2[O:15][N:14]=[C:13]([CH2:16]O)[CH:12]=2)[CH:10]=[CH:9][CH:8]=[CH:7][CH:6]=1.O. The catalyst is C1(C)C=CC=CC=1. The product is [Cl:3][CH2:16][C:13]1[CH:12]=[C:11]([C:5]2[CH:10]=[CH:9][CH:8]=[CH:7][CH:6]=2)[O:15][N:14]=1. The yield is 0.880. (5) The yield is 0.810. The reactants are [F:1][C:2]1[C:3]([CH3:16])=[C:4]2[C:9](=[CH:10][CH:11]=1)[N+:8]([O-])=[C:7](C#N)[C:6](=[O:15])[NH:5]2.S(S([O-])=O)([O-])=O.[Na+].[Na+].C#N.Cl.[OH-].[Na+]. The catalyst is C(O)C.O. The product is [F:1][C:2]1[C:3]([CH3:16])=[C:4]2[C:9]([N:8]=[CH:7][C:6](=[O:15])[NH:5]2)=[CH:10][CH:11]=1.